This data is from Forward reaction prediction with 1.9M reactions from USPTO patents (1976-2016). The task is: Predict the product of the given reaction. (1) Given the reactants [CH3:1][C:2]1[CH:3]=[C:4]([CH:8]=[CH:9][CH:10]=1)[C:5](O)=[O:6].[CH3:11][N:12](C(ON1N=NC2C=CC=NC1=2)=[N+](C)C)C.F[P-](F)(F)(F)(F)F.CCN(C(C)C)C(C)C.CN.C1COCC1, predict the reaction product. The product is: [CH3:11][NH:12][C:5](=[O:6])[C:4]1[CH:8]=[CH:9][CH:10]=[C:2]([CH3:1])[CH:3]=1. (2) Given the reactants C[O:2][C:3]1[CH:10]=[C:9]([O:11]C)[C:8]([N+:13]([O-:15])=[O:14])=[CH:7][C:4]=1[CH:5]=[O:6].C[S-].[Na+], predict the reaction product. The product is: [OH:2][C:3]1[CH:10]=[C:9]([OH:11])[C:8]([N+:13]([O-:15])=[O:14])=[CH:7][C:4]=1[CH:5]=[O:6]. (3) Given the reactants [CH3:1][C:2]([CH3:16])([CH3:15])[C:3]([NH:5][C:6]1[CH:11]=[CH:10][C:9](B(O)O)=[CH:8][CH:7]=1)=[O:4].Cl[C:18]1[N:23]=[CH:22][CH:21]=[CH:20][N:19]=1.COCCOC, predict the reaction product. The product is: [N:19]1[CH:20]=[CH:21][CH:22]=[N:23][C:18]=1[C:9]1[CH:10]=[CH:11][C:6]([NH:5][C:3](=[O:4])[C:2]([CH3:16])([CH3:15])[CH3:1])=[CH:7][CH:8]=1.